This data is from Full USPTO retrosynthesis dataset with 1.9M reactions from patents (1976-2016). The task is: Predict the reactants needed to synthesize the given product. (1) The reactants are: Cl.[O:2]1[C:6]2[CH:7]=[CH:8][C:9]([C:11]3[CH:16]=[CH:15][C:14]([N:17]4[C:21]([CH2:22][C@@H:23]5[CH2:27][CH2:26][NH:25][CH2:24]5)=[N:20][NH:19][C:18]4=[O:28])=[CH:13][CH:12]=3)=[CH:10][C:5]=2[CH:4]=[CH:3]1.C(N(CC)C(C)C)(C)C.[C:38](Cl)(=[O:41])[CH2:39][CH3:40]. Given the product [O:2]1[C:6]2[CH:7]=[CH:8][C:9]([C:11]3[CH:16]=[CH:15][C:14]([N:17]4[C:21]([CH2:22][C@@H:23]5[CH2:27][CH2:26][N:25]([C:38](=[O:41])[CH2:39][CH3:40])[CH2:24]5)=[N:20][NH:19][C:18]4=[O:28])=[CH:13][CH:12]=3)=[CH:10][C:5]=2[CH:4]=[CH:3]1, predict the reactants needed to synthesize it. (2) The reactants are: [C:1]([C:5]1[CH:6]=[C:7]([CH:30]=[CH:31][CH:32]=1)[O:8][CH2:9][C:10]1([CH2:13][O:14][C:15]2[CH:20]=[CH:19][C:18]([CH:21]([C:27]#[C:28][CH3:29])[CH2:22][C:23]([O:25]C)=[O:24])=[CH:17][CH:16]=2)[CH2:12][CH2:11]1)([CH3:4])([CH3:3])[CH3:2].Cl.O. Given the product [C:1]([C:5]1[CH:6]=[C:7]([CH:30]=[CH:31][CH:32]=1)[O:8][CH2:9][C:10]1([CH2:13][O:14][C:15]2[CH:16]=[CH:17][C:18]([CH:21]([C:27]#[C:28][CH3:29])[CH2:22][C:23]([OH:25])=[O:24])=[CH:19][CH:20]=2)[CH2:12][CH2:11]1)([CH3:4])([CH3:2])[CH3:3], predict the reactants needed to synthesize it.